From a dataset of Full USPTO retrosynthesis dataset with 1.9M reactions from patents (1976-2016). Predict the reactants needed to synthesize the given product. (1) Given the product [C:32]1([N:23]2[C:22]3[CH:21]=[CH:20][C:19]([C:9]4[C:10]5[O:11][C:12]6[C:18]([Si:47]([CH3:50])([CH3:49])[CH3:48])=[CH:17][CH:16]=[CH:15][C:13]=6[C:14]=5[CH:6]=[CH:7][CH:8]=4)=[CH:31][C:30]=3[C:29]3[C:24]2=[CH:25][CH:26]=[CH:27][CH:28]=3)[CH:33]=[CH:34][CH:35]=[CH:36][CH:37]=1, predict the reactants needed to synthesize it. The reactants are: C([Li])CCC.[CH:6]1[C:14]2[C:13]3[CH:15]=[CH:16][CH:17]=[CH:18][C:12]=3[O:11][C:10]=2[C:9]([C:19]2[CH:20]=[CH:21][C:22]3[N:23]([C:32]4[CH:37]=[CH:36][CH:35]=[CH:34][CH:33]=4)[C:24]4[C:29]([C:30]=3[CH:31]=2)=[CH:28][CH:27]=[CH:26][CH:25]=4)=[CH:8][CH:7]=1.CN(CCN(C)C)C.Cl[Si:47]([CH3:50])([CH3:49])[CH3:48]. (2) Given the product [C:22]([O:25][C:26]([N:17]1[CH:16]([CH:18]2[CH2:19][CH2:20]2)[CH2:15][C:10]2([O:11][CH2:12][CH2:13][O:14]2)[CH2:9][CH:8]1[CH2:1][C:2]1[CH:3]=[CH:4][CH:5]=[CH:6][CH:7]=1)=[O:27])([CH3:24])([CH3:23])[CH3:21], predict the reactants needed to synthesize it. The reactants are: [CH2:1]([CH:8]1[NH:17][CH:16]([CH:18]2[CH2:20][CH2:19]2)[CH2:15][C:10]2([O:14][CH2:13][CH2:12][O:11]2)[CH2:9]1)[C:2]1[CH:7]=[CH:6][CH:5]=[CH:4][CH:3]=1.[CH3:21][C:22]([O:25][C:26](O[C:26]([O:25][C:22]([CH3:24])([CH3:23])[CH3:21])=[O:27])=[O:27])([CH3:24])[CH3:23]. (3) Given the product [C:1]1([C:7]2[N:11]=[C:10]([N:12]3[CH2:13][CH2:14][C:15](=[O:16])[CH2:20][CH2:21]3)[O:9][N:8]=2)[CH:2]=[CH:3][CH:4]=[CH:5][CH:6]=1, predict the reactants needed to synthesize it. The reactants are: [C:1]1([C:7]2[N:11]=[C:10]([N:12]3[CH2:21][CH2:20][C:15]4(OCC[O:16]4)[CH2:14][CH2:13]3)[O:9][N:8]=2)[CH:6]=[CH:5][CH:4]=[CH:3][CH:2]=1.Cl.N.